From a dataset of Reaction yield outcomes from USPTO patents with 853,638 reactions. Predict the reaction yield, written as a fraction of the theoretical maximum amount of product (1.0 means a 100% yield; for example, 0.34 means a 34% yield). The product is [CH2:13]([N:15]1[C:23]2[C:18](=[CH:19][CH:20]=[C:21]([C:24]3[NH:12][C:11]4[N:10]([N:9]=[CH:8][C:7]=4[C:5]4[O:4][N:3]=[C:2]([CH3:1])[N:6]=4)[C:26](=[O:27])[CH:25]=3)[CH:22]=2)[CH:17]=[N:16]1)[CH3:14]. The yield is 0.700. The catalyst is CCCCO. The reactants are [CH3:1][C:2]1[N:6]=[C:5]([C:7]2[CH:8]=[N:9][NH:10][C:11]=2[NH2:12])[O:4][N:3]=1.[CH2:13]([N:15]1[C:23]2[C:18](=[CH:19][CH:20]=[C:21]([C:24](=O)[CH2:25][C:26](OCC)=[O:27])[CH:22]=2)[CH:17]=[N:16]1)[CH3:14].CC1C=CC(S(O)(=O)=O)=CC=1.